Dataset: Catalyst prediction with 721,799 reactions and 888 catalyst types from USPTO. Task: Predict which catalyst facilitates the given reaction. (1) Reactant: I[C:2]1[CH:3]=[C:4]([CH:24]=[CH:25][C:26]=1[CH3:27])[C:5]([NH:7][C:8]1[CH:13]=[C:12]([C:14]([F:17])([F:16])[F:15])[CH:11]=[C:10]([N:18]2[CH:22]=[C:21]([CH3:23])[N:20]=[CH:19]2)[CH:9]=1)=[O:6].C(N(CC)C(C)C)C.[C:36]([C:38]1[N:42]2[CH:43]=[CH:44][CH:45]=[CH:46][C:41]2=[N:40][CH:39]=1)#[CH:37]. Product: [N:40]1[CH:39]=[C:38]([C:36]#[C:37][C:2]2[CH:3]=[C:4]([CH:24]=[CH:25][C:26]=2[CH3:27])[C:5]([NH:7][C:8]2[CH:13]=[C:12]([C:14]([F:16])([F:17])[F:15])[CH:11]=[C:10]([N:18]3[CH2:22][CH:21]([CH3:23])[N:20]=[CH:19]3)[CH:9]=2)=[O:6])[N:42]2[CH:43]=[CH:44][CH:45]=[CH:46][C:41]=12. The catalyst class is: 122. (2) Reactant: Cl.[Br:2][C:3]1[C:7]2[N:8]=[CH:9][N:10]=[C:11]([NH:12][NH2:13])[C:6]=2[S:5][CH:4]=1.[N:14]1[CH:19]=[CH:18][CH:17]=[C:16]([CH:20]=O)[CH:15]=1. Product: [Br:2][C:3]1[C:7]2[N:8]=[CH:9][N:10]=[C:11]([NH:12][N:13]=[CH:20][C:16]3[CH:15]=[N:14][CH:19]=[CH:18][CH:17]=3)[C:6]=2[S:5][CH:4]=1. The catalyst class is: 8. (3) Reactant: [C:1]([O:4][CH2:5][C@:6]12[CH2:22][CH2:21][C:20](=[O:23])[CH2:19][C@@H:18]1[CH2:17][CH2:16][C@@H:15]1[C@@H:7]2[CH2:8][CH2:9][C@@:10]2([CH3:25])[C@H:14]1[CH2:13][CH2:12][C:11]2=[O:24])(=[O:3])[CH3:2].[CH3:26][Mg+].[Br-].[NH4+].[Cl-]. Product: [C:1]([O:4][CH2:5][C@:6]12[CH2:22][CH2:21][C@:20]([OH:23])([CH3:26])[CH2:19][C@@H:18]1[CH2:17][CH2:16][C@@H:15]1[C@@H:7]2[CH2:8][CH2:9][C@@:10]2([CH3:25])[C@H:14]1[CH2:13][CH2:12][C:11]2=[O:24])(=[O:3])[CH3:2].[C:1]([O:4][CH2:5][C@:6]12[CH2:22][CH2:21][C@@:20]([OH:23])([CH3:26])[CH2:19][C@@H:18]1[CH2:17][CH2:16][C@@H:15]1[C@@H:7]2[CH2:8][CH2:9][C@@:10]2([CH3:25])[C@H:14]1[CH2:13][CH2:12][C:11]2=[O:24])(=[O:3])[CH3:2]. The catalyst class is: 20. (4) Reactant: [Cl:1][C:2]1[NH:6][C:5]2[CH:7]=[CH:8][CH:9]=[CH:10][C:4]=2[N:3]=1.[CH2:11]([O:13][CH:14]([O:17][CH2:18][CH3:19])[CH2:15]Br)[CH3:12].CCO.[OH-].[Na+]. Product: [Cl:1][C:2]1[N:6]([CH2:15][CH:14]([O:17][CH2:18][CH3:19])[O:13][CH2:11][CH3:12])[C:5]2[CH:7]=[CH:8][CH:9]=[CH:10][C:4]=2[N:3]=1. The catalyst class is: 6. (5) Reactant: C(OC(=O)[NH:7][C@H:8]1[CH2:13][C@@H:12]([C:14]2[CH:19]=[C:18]([F:20])[CH:17]=[C:16]([F:21])[C:15]=2[F:22])[C@@H:11]([CH3:23])[N:10]([CH2:24][C:25]([F:28])([F:27])[F:26])[C:9]1=[O:29])(C)(C)C.[ClH:31]. Product: [ClH:31].[NH2:7][C@H:8]1[CH2:13][C@@H:12]([C:14]2[CH:19]=[C:18]([F:20])[CH:17]=[C:16]([F:21])[C:15]=2[F:22])[C@@H:11]([CH3:23])[N:10]([CH2:24][C:25]([F:28])([F:27])[F:26])[C:9]1=[O:29]. The catalyst class is: 25. (6) Reactant: [CH3:1][N:2]1[CH:6]=[C:5]([C:7]2[N:24]([CH2:25][O:26][CH2:27][CH2:28][Si:29]([CH3:32])([CH3:31])[CH3:30])[C:10]3=[N:11][CH:12]=[C:13]([NH:15][NH:16]C(OC(C)(C)C)=O)[N:14]=[C:9]3[CH:8]=2)[CH:4]=[N:3]1.Cl.O1CCOCC1. Product: [NH:15]([C:13]1[N:14]=[C:9]2[CH:8]=[C:7]([C:5]3[CH:4]=[N:3][N:2]([CH3:1])[CH:6]=3)[N:24]([CH2:25][O:26][CH2:27][CH2:28][Si:29]([CH3:32])([CH3:31])[CH3:30])[C:10]2=[N:11][CH:12]=1)[NH2:16]. The catalyst class is: 25. (7) Reactant: [N+:1]([C:4]1[CH:5]=[C:6]([CH:9]=[CH:10][CH:11]=1)[CH:7]=O)([O-:3])=[O:2].[Br-].[O:13]=[C:14]1[C:22]2[C:17](=[CH:18][CH:19]=[CH:20][CH:21]=2)[C:16](=[O:23])[N:15]1[CH2:24][CH2:25][CH2:26][P+](C1C=CC=CC=1)(C1C=CC=CC=1)C1C=CC=CC=1.CC(C)([O-])C.[K+]. Product: [N+:1]([C:4]1[CH:5]=[C:6](/[CH:7]=[CH:26]/[CH2:25][CH2:24][N:15]2[C:16](=[O:23])[C:17]3[C:22](=[CH:21][CH:20]=[CH:19][CH:18]=3)[C:14]2=[O:13])[CH:9]=[CH:10][CH:11]=1)([O-:3])=[O:2]. The catalyst class is: 1.